From a dataset of Reaction yield outcomes from USPTO patents with 853,638 reactions. Predict the reaction yield, written as a fraction of the theoretical maximum amount of product (1.0 means a 100% yield; for example, 0.34 means a 34% yield). (1) The reactants are [C:1]([N:8]1[CH2:13][CH2:12][NH:11][CH2:10][CH2:9]1)([O:3][C:4]([CH3:7])([CH3:6])[CH3:5])=[O:2].[Br:14][C:15]1[CH:16]=[CH:17][C:18]([O:25][CH3:26])=[C:19]([S:21](Cl)(=[O:23])=[O:22])[CH:20]=1.CCN(C(C)C)C(C)C. The catalyst is C(Cl)Cl. The product is [Br:14][C:15]1[CH:16]=[CH:17][C:18]([O:25][CH3:26])=[C:19]([S:21]([N:11]2[CH2:10][CH2:9][N:8]([C:1]([O:3][C:4]([CH3:7])([CH3:6])[CH3:5])=[O:2])[CH2:13][CH2:12]2)(=[O:22])=[O:23])[CH:20]=1. The yield is 0.940. (2) The reactants are [C:14]1(P([C:14]2[CH:19]=[CH:18][CH:17]=[CH:16][CH:15]=2)[C:14]2[CH:19]=[CH:18][CH:17]=[CH:16][CH:15]=2)[CH:19]=[CH:18][CH:17]=[CH:16][CH:15]=1.C1(=O)N[C:23](=O)[C:22]2=[CH:26]C=CC=[C:21]12.C[CH2:32][O:33][C:34](/[N:36]=[N:36]/[C:34]([O:33][CH2:32]C)=[O:35])=[O:35].[C:43]1([CH3:49])[CH:48]=[CH:47][CH:46]=[CH:45][CH:44]=1.O.NN.C([N:55](CC)CC)C.[C:60]([O-:63])(O)=[O:61].[Na+]. The catalyst is C1COCC1.CCO.C(Cl)(Cl)Cl. The product is [C:22]([O:63][C:60](=[O:61])[NH:55][C@H:46]1[CH2:47][CH2:48][C@@H:43]([CH2:49][NH:36][C:34]([O:33][CH2:32][C:14]2[CH:15]=[CH:16][CH:17]=[CH:18][CH:19]=2)=[O:35])[CH2:44][CH2:45]1)([CH3:21])([CH3:23])[CH3:26]. The yield is 0.910. (3) The reactants are Cl[C:2]1[CH:7]=[CH:6][N:5]=[C:4]2[CH:8]=[C:9]([C:11]3[N:12]([CH3:16])[CH:13]=[CH:14][N:15]=3)[S:10][C:3]=12.[F:17][C:18]1[CH:23]=[C:22]([N+:24]([O-:26])=[O:25])[CH:21]=[CH:20][C:19]=1[OH:27].C([O-])([O-])=O.[K+].[K+]. The catalyst is O(C1C=CC=CC=1)C1C=CC=CC=1.C(Cl)Cl. The product is [F:17][C:18]1[CH:23]=[C:22]([N+:24]([O-:26])=[O:25])[CH:21]=[CH:20][C:19]=1[O:27][C:2]1[CH:7]=[CH:6][N:5]=[C:4]2[CH:8]=[C:9]([C:11]3[N:12]([CH3:16])[CH:13]=[CH:14][N:15]=3)[S:10][C:3]=12. The yield is 0.450. (4) The reactants are [NH:1]1[CH2:5][CH2:4][C@@H:3](O)[CH2:2]1.[C:7](O[C:7]([O:9][C:10]([CH3:13])([CH3:12])[CH3:11])=[O:8])([O:9][C:10]([CH3:13])([CH3:12])[CH3:11])=[O:8].[CH:22]([N:25](C(C)C)CC)(C)C.CS(Cl)(=O)=O.[C-]#N.[Na+]. The catalyst is ClCCl. The product is [C:10]([O:9][C:7]([N:1]1[CH2:5][CH2:4][C@H:3]([C:22]#[N:25])[CH2:2]1)=[O:8])([CH3:13])([CH3:12])[CH3:11]. The yield is 0.303. (5) The reactants are [C:1]([C:9]1[CH:17]=[CH:16][C:12]([C:13]([OH:15])=[O:14])=[CH:11][CH:10]=1)(=O)[C:2]1[CH:7]=[CH:6][CH:5]=[CH:4][CH:3]=1. The catalyst is [Pd].C(O)C.Cl(O)(=O)(=O)=O. The product is [CH2:1]([C:9]1[CH:10]=[CH:11][C:12]([C:13]([OH:15])=[O:14])=[CH:16][CH:17]=1)[C:2]1[CH:3]=[CH:4][CH:5]=[CH:6][CH:7]=1. The yield is -1.00. (6) The reactants are [Cl:1][C:2]1[CH:10]=[CH:9][C:5]([C:6]([OH:8])=O)=[CH:4][N:3]=1.C(N1C=CN=C1)(N1C=CN=C1)=O.[C:23]1([C:31]2[CH:36]=[CH:35][CH:34]=[CH:33][CH:32]=2)[CH:28]=[CH:27][CH:26]=[C:25]([CH2:29][NH2:30])[CH:24]=1.C(N(CC)CC)C. The catalyst is CN(C)C=O.C(OCC)(=O)C. The product is [C:23]1([C:31]2[CH:36]=[CH:35][CH:34]=[CH:33][CH:32]=2)[CH:28]=[CH:27][CH:26]=[C:25]([CH2:29][NH:30][C:6](=[O:8])[C:5]2[CH:9]=[CH:10][C:2]([Cl:1])=[N:3][CH:4]=2)[CH:24]=1. The yield is 0.810. (7) The catalyst is C1COCC1. The reactants are Cl[C:2]1[C:7]([C:8]([O:10][CH2:11][CH3:12])=[O:9])=[C:6]([CH3:13])[N:5]=[C:4]([S:14][CH3:15])[N:3]=1.[CH2:16]([N:18](CC)CC)[CH3:17].C(N)C. The yield is 0.860. The product is [CH2:16]([NH:18][C:2]1[C:7]([C:8]([O:10][CH2:11][CH3:12])=[O:9])=[C:6]([CH3:13])[N:5]=[C:4]([S:14][CH3:15])[N:3]=1)[CH3:17].